From a dataset of Catalyst prediction with 721,799 reactions and 888 catalyst types from USPTO. Predict which catalyst facilitates the given reaction. (1) Reactant: [C:1]([O:5][C:6](=[O:19])[NH:7][CH2:8][CH2:9][CH2:10][CH2:11][C:12]1[CH:17]=[CH:16][C:15]([OH:18])=[CH:14][CH:13]=1)([CH3:4])([CH3:3])[CH3:2].C(=O)([O-])[O-].[K+].[K+].[I-].[Na+].Br[CH2:29][C:30]([O:32][CH3:33])=[O:31]. Product: [CH3:33][O:32][C:30](=[O:31])[CH2:29][O:18][C:15]1[CH:14]=[CH:13][C:12]([CH2:11][CH2:10][CH2:9][CH2:8][NH:7][C:6]([O:5][C:1]([CH3:4])([CH3:2])[CH3:3])=[O:19])=[CH:17][CH:16]=1. The catalyst class is: 39. (2) Reactant: [N:1]1[CH:6]=[CH:5][CH:4]=[CH:3][N:2]=1.[NH2:7]OS(O)(=O)=O.C(=O)(O)[O-].[K+].[CH3:18][O:19][C:20]1[CH:25]=[CH:24][C:23]([C:26]#[C:27][C:28](=[O:30])[CH3:29])=[CH:22][CH:21]=1.[OH-].[K+]. Product: [CH3:18][O:19][C:20]1[CH:25]=[CH:24][C:23]([C:26]2[C:27]([C:28](=[O:30])[CH3:29])=[C:6]3[N:1]([N:2]=[CH:3][CH:4]=[CH:5]3)[N:7]=2)=[CH:22][CH:21]=1. The catalyst class is: 4. (3) Reactant: [C:1]1([NH2:8])[C:2]([NH2:7])=[CH:3][CH:4]=[CH:5][CH:6]=1.[CH2:9]([O:11]C(=O)C=O)[CH3:10]. Product: [NH:7]1[C:2]2[C:1](=[CH:6][CH:5]=[CH:4][CH:3]=2)[N:8]=[CH:10][C:9]1=[O:11]. The catalyst class is: 8. (4) Reactant: [C:1]1([CH:7]([CH3:9])[CH3:8])[CH:6]=[CH:5][CH:4]=[CH:3][CH:2]=1.[Al+3].[Cl-].[Cl-].[Cl-].[C:14](Cl)(=[O:21])[CH2:15][CH2:16][CH2:17][C:18](Cl)=[O:19]. Product: [CH:7]([C:1]1[CH:6]=[CH:5][C:4]([C:14]([CH2:15][CH2:16][CH2:17][C:18](=[O:19])[C:4]2[CH:5]=[CH:6][C:1]([CH:7]([CH3:9])[CH3:8])=[CH:2][CH:3]=2)=[O:21])=[CH:3][CH:2]=1)([CH3:9])[CH3:8]. The catalyst class is: 2. (5) Reactant: [Cl:1][C:2]1[CH:7]=[C:6]([Cl:8])[CH:5]=[CH:4][C:3]=1[C:9]1[C:29](=[O:30])[N:28]([CH3:31])[C:12]2[N:13]([CH3:27])[C:14]3[C:19]([C:11]=2[CH:10]=1)=[CH:18][C:17]([C:20]1[N:21]=[C:22]([CH2:25][OH:26])[S:23][CH:24]=1)=[CH:16][CH:15]=3.[Cr](Cl)([O-])(=O)=O.[NH+]1C=CC=CC=1. Product: [Cl:1][C:2]1[CH:7]=[C:6]([Cl:8])[CH:5]=[CH:4][C:3]=1[C:9]1[C:29](=[O:30])[N:28]([CH3:31])[C:12]2[N:13]([CH3:27])[C:14]3[C:19]([C:11]=2[CH:10]=1)=[CH:18][C:17]([C:20]1[N:21]=[C:22]([CH:25]=[O:26])[S:23][CH:24]=1)=[CH:16][CH:15]=3. The catalyst class is: 22.